Dataset: Catalyst prediction with 721,799 reactions and 888 catalyst types from USPTO. Task: Predict which catalyst facilitates the given reaction. (1) Reactant: [CH3:1][C:2]1[S:6][C:5]([CH:7]=O)=[N:4][CH:3]=1.N1C=CC=CC=1.[OH:15][NH2:16].Cl. Product: [CH3:1][C:2]1[S:6][C:5]([CH:7]=[N:16][OH:15])=[N:4][CH:3]=1. The catalyst class is: 271. (2) Reactant: Br[C:2]1[CH:3]=[C:4]2[C:8](=[CH:9][CH:10]=1)[N:7]([C:11]([O:13][C:14]([CH3:17])([CH3:16])[CH3:15])=[O:12])[N:6]=[CH:5]2.CC([O-])=O.[K+].[CH3:23][C:24]1([CH3:40])[C:28]([CH3:30])([CH3:29])[O:27][B:26]([B:26]2[O:27][C:28]([CH3:30])([CH3:29])[C:24]([CH3:40])([CH3:23])[O:25]2)[O:25]1. Product: [CH3:29][C:28]1([CH3:30])[O:27][B:26]([C:2]2[CH:3]=[C:4]3[C:8](=[CH:9][CH:10]=2)[N:7]([C:11]([O:13][C:14]([CH3:17])([CH3:16])[CH3:15])=[O:12])[N:6]=[CH:5]3)[O:25][C:24]1([CH3:40])[CH3:23]. The catalyst class is: 418. (3) Reactant: [Cl:1][C:2]1[C:11]2[C:6](=[CH:7][CH:8]=[C:9]([O:12]C)[CH:10]=2)[N:5]=[C:4]([N:14]2[CH2:20][CH2:19][CH2:18][C:17]3[CH:21]=[CH:22][CH:23]=[CH:24][C:16]=3[CH2:15]2)[CH:3]=1.B(Br)(Br)Br. Product: [Cl:1][C:2]1[C:11]2[C:6](=[CH:7][CH:8]=[C:9]([OH:12])[CH:10]=2)[N:5]=[C:4]([N:14]2[CH2:20][CH2:19][CH2:18][C:17]3[CH:21]=[CH:22][CH:23]=[CH:24][C:16]=3[CH2:15]2)[CH:3]=1. The catalyst class is: 4. (4) The catalyst class is: 5. Product: [CH:12]([OH:19])=[O:31].[OH:31][CH:27]1[CH2:28][CH2:29][CH2:30][CH:25]([NH:24][C:2]2[N:7]3[N:8]=[C:9]([NH:11][C:12](=[O:19])[C:13]4[CH:18]=[CH:17][CH:16]=[N:15][CH:14]=4)[N:10]=[C:6]3[CH:5]=[C:4]([C:20]([F:23])([F:22])[F:21])[CH:3]=2)[CH2:26]1. Reactant: Cl[C:2]1[N:7]2[N:8]=[C:9]([NH:11][C:12](=[O:19])[C:13]3[CH:18]=[CH:17][CH:16]=[N:15][CH:14]=3)[N:10]=[C:6]2[CH:5]=[C:4]([C:20]([F:23])([F:22])[F:21])[CH:3]=1.[NH2:24][CH:25]1[CH2:30][CH2:29][CH2:28][CH:27]([OH:31])[CH2:26]1.Cl. (5) Reactant: Cl[C:2]1[C:3]2[CH2:12][CH2:11][CH2:10][NH:9][C:4]=2[N:5]=[C:6]([NH2:8])[N:7]=1.[C:13]1([S:19]([N:22]2[C:30]3[C:25](=[CH:26][CH:27]=[CH:28][CH:29]=3)[C:24](B(O)O)=[CH:23]2)(=[O:21])=[O:20])[CH:18]=[CH:17][CH:16]=[CH:15][CH:14]=1.C([O-])([O-])=O.[Na+].[Na+]. Product: [C:13]1([S:19]([N:22]2[C:30]3[C:25](=[CH:26][CH:27]=[CH:28][CH:29]=3)[C:24]([C:2]3[C:3]4[CH2:12][CH2:11][CH2:10][NH:9][C:4]=4[N:5]=[C:6]([NH2:8])[N:7]=3)=[CH:23]2)(=[O:21])=[O:20])[CH:14]=[CH:15][CH:16]=[CH:17][CH:18]=1. The catalyst class is: 339. (6) Reactant: [NH2:1][C@H:2]1[CH2:7][CH2:6][CH2:5][CH2:4][C@H:3]1[NH:8][C:9]1[CH:10]=[C:11]([NH:17][C:18]2[S:22][N:21]=[C:20]([CH3:23])[CH:19]=2)[C:12]([C:15]#[N:16])=[N:13][CH:14]=1.[OH-].[Na+].OO.CC(O)=[O:30]. Product: [NH2:1][C@H:2]1[CH2:7][CH2:6][CH2:5][CH2:4][C@H:3]1[NH:8][C:9]1[CH:10]=[C:11]([NH:17][C:18]2[S:22][N:21]=[C:20]([CH3:23])[CH:19]=2)[C:12]([C:15]([NH2:16])=[O:30])=[N:13][CH:14]=1. The catalyst class is: 593. (7) Reactant: [C:1]([C:5]1[O:9][N:8]=[C:7]([NH:10][C:11]([NH:13][C:14]2[CH:19]=[CH:18][CH:17]=[C:16]([O:20][C:21]3[C:30]4[C:25](=[CH:26][C:27]([OH:33])=[C:28]([O:31][CH3:32])[CH:29]=4)[N:24]=[CH:23][N:22]=3)[CH:15]=2)=[O:12])[CH:6]=1)([CH3:4])([CH3:3])[CH3:2].O[CH:35]1[CH2:40][CH2:39][N:38]([C:41]([O:43][C:44]([CH3:47])([CH3:46])[CH3:45])=[O:42])[CH2:37][CH2:36]1.C1C=CC(P(C2C=CC=CC=2)C2C=CC=CC=2)=CC=1.N(C(OC(C)(C)C)=O)=NC(OC(C)(C)C)=O. Product: [C:1]([C:5]1[O:9][N:8]=[C:7]([NH:10][C:11](=[O:12])[NH:13][C:14]2[CH:15]=[C:16]([CH:17]=[CH:18][CH:19]=2)[O:20][C:21]2[C:30]3[C:25](=[CH:26][C:27]([O:33][CH:35]4[CH2:40][CH2:39][N:38]([C:41]([O:43][C:44]([CH3:47])([CH3:46])[CH3:45])=[O:42])[CH2:37][CH2:36]4)=[C:28]([O:31][CH3:32])[CH:29]=3)[N:24]=[CH:23][N:22]=2)[CH:6]=1)([CH3:4])([CH3:2])[CH3:3]. The catalyst class is: 1. (8) Reactant: [CH2:1]([C:7]1[O:16][C:10]2=[N:11][C:12](=[O:15])[NH:13][CH:14]=[C:9]2[CH:8]=1)[CH2:2][CH2:3][CH2:4][CH2:5][CH3:6].C(=O)([O-])[O-].[K+].[K+].[CH2:23](Cl)[C:24]1[CH:29]=[CH:28][CH:27]=[CH:26][CH:25]=1. Product: [CH2:23]([O:15][C:12]1[N:13]=[CH:14][C:9]2[CH:8]=[C:7]([CH2:1][CH2:2][CH2:3][CH2:4][CH2:5][CH3:6])[O:16][C:10]=2[N:11]=1)[C:24]1[CH:29]=[CH:28][CH:27]=[CH:26][CH:25]=1. The catalyst class is: 3. (9) Reactant: [NH2:1][C:2](=O)[CH2:3][O:4][C@@H:5]([C:19]1[CH:24]=[CH:23][CH:22]=[C:21]([Cl:25])[CH:20]=1)[C@@H:6]1[CH2:11][CH2:10][CH2:9][N:8]([C:12]([O:14][C:15]([CH3:18])([CH3:17])[CH3:16])=[O:13])[CH2:7]1.COCCO[AlH2-]OCCOC.[Na+]. Product: [NH2:1][CH2:2][CH2:3][O:4][C@@H:5]([C:19]1[CH:24]=[CH:23][CH:22]=[C:21]([Cl:25])[CH:20]=1)[C@@H:6]1[CH2:11][CH2:10][CH2:9][N:8]([C:12]([O:14][C:15]([CH3:18])([CH3:16])[CH3:17])=[O:13])[CH2:7]1. The catalyst class is: 11.